From a dataset of Full USPTO retrosynthesis dataset with 1.9M reactions from patents (1976-2016). Predict the reactants needed to synthesize the given product. (1) Given the product [CH:1]1([N:4]2[C:8]3[C:9]([O:23][C@@H:24]([C@H:26]4[CH2:30][NH:29][C:28](=[O:31])[CH2:27]4)[CH3:25])=[CH:10][C:11]([C:33]4[N:34]=[N:35][C:36]([N:39]5[CH2:44][CH2:43][N:42]([CH:45]6[CH2:48][O:47][CH2:46]6)[CH2:41][CH2:40]5)=[CH:37][CH:38]=4)=[CH:12][C:7]=3[N:6]=[CH:5]2)[CH2:2][CH2:3]1, predict the reactants needed to synthesize it. The reactants are: [CH:1]1([N:4]2[C:8]3[C:9]([O:23][C@@H:24]([C@H:26]4[CH2:30][NH:29][C:28](=[O:31])[CH2:27]4)[CH3:25])=[CH:10][C:11](C4C=CC5OCCNC=5N=4)=[CH:12][C:7]=3[N:6]=[CH:5]2)[CH2:3][CH2:2]1.Br[C:33]1[N:34]=[N:35][C:36]([N:39]2[CH2:44][CH2:43][N:42]([CH:45]3[CH2:48][O:47][CH2:46]3)[CH2:41][CH2:40]2)=[CH:37][CH:38]=1. (2) The reactants are: Br[C:2]1[CH:3]=[CH:4][C:5]2[N:6]([C:8]([C:11]#[N:12])=[CH:9][N:10]=2)[CH:7]=1.[CH3:13][O:14][C:15]1[C:20]([NH:21][S:22]([CH3:25])(=[O:24])=[O:23])=[CH:19][C:18](B2OC(C)(C)C(C)(C)O2)=[CH:17][N:16]=1.C([O-])([O-])=O.[Na+].[Na+]. Given the product [C:11]([C:8]1[N:6]2[CH:7]=[C:2]([C:18]3[CH:19]=[C:20]([NH:21][S:22]([CH3:25])(=[O:23])=[O:24])[C:15]([O:14][CH3:13])=[N:16][CH:17]=3)[CH:3]=[CH:4][C:5]2=[N:10][CH:9]=1)#[N:12], predict the reactants needed to synthesize it. (3) Given the product [CH3:21][O:22][CH2:23][CH2:16][CH2:15][S:14][CH:11]1[CH2:10][CH2:9][N:8]([C:6]([OH:5])=[O:7])[CH2:13][CH2:12]1, predict the reactants needed to synthesize it. The reactants are: C([O:5][C:6]([N:8]1[CH2:13][CH2:12][CH:11]([S:14][C:15](=O)[CH3:16])[CH2:10][CH2:9]1)=[O:7])(C)(C)C.C[O-].[Na+].[CH3:21][O:22][CH2:23]CCOS(C1C=CC(C)=CC=1)(=O)=O. (4) The reactants are: [NH2:1][C:2]1[C:17]([C:18]([F:21])([F:20])[F:19])=[CH:16][C:5]([CH2:6][C@@H:7]([CH2:12][C:13]([O-:15])=O)[C:8]([O:10][CH3:11])=[O:9])=[CH:4][C:3]=1[Cl:22].CN(C(ON1N=NC2C=CC=CC1=2)=[N+](C)C)C.[B-](F)(F)(F)F.C1C=CC2N(O)N=NC=2C=1.C(N(C(C)C)C(C)C)C.[NH:64]1[CH2:69][CH2:68][CH:67]([N:70]2[CH2:79][C:78]3[C:73](=[CH:74][CH:75]=[CH:76][CH:77]=3)[NH:72][C:71]2=[O:80])[CH2:66][CH2:65]1. Given the product [NH2:1][C:2]1[C:17]([C:18]([F:21])([F:20])[F:19])=[CH:16][C:5]([CH2:6][C@@H:7]([CH2:12][C:13](=[O:15])[N:64]2[CH2:65][CH2:66][CH:67]([N:70]3[CH2:79][C:78]4[C:73](=[CH:74][CH:75]=[CH:76][CH:77]=4)[NH:72][C:71]3=[O:80])[CH2:68][CH2:69]2)[C:8]([O:10][CH3:11])=[O:9])=[CH:4][C:3]=1[Cl:22], predict the reactants needed to synthesize it.